Dataset: Reaction yield outcomes from USPTO patents with 853,638 reactions. Task: Predict the reaction yield, written as a fraction of the theoretical maximum amount of product (1.0 means a 100% yield; for example, 0.34 means a 34% yield). The reactants are CCN(C(C)C)C(C)C.[OH:10][C:11]1[CH:12]=[CH:13][CH:14]=[C:15]2[C:20]=1[O:19][C:18](=[O:21])[C:17]([C:22]([OH:24])=O)=[CH:16]2.CN(C(ON1N=NC2C=CC=NC1=2)=[N+](C)C)C.F[P-](F)(F)(F)(F)F.[C:49]([O:53][C:54]([N:56]1[CH:60]=[CH:59][CH:58]=[C:57]1[C:61]1[CH:66]=[CH:65][CH:64]=[C:63]([NH2:67])[CH:62]=1)=[O:55])([CH3:52])([CH3:51])[CH3:50]. The catalyst is CN(C=O)C. The product is [C:49]([O:53][C:54]([N:56]1[CH:60]=[CH:59][CH:58]=[C:57]1[C:61]1[CH:66]=[CH:65][CH:64]=[C:63]([NH:67][C:22]([C:17]2[C:18](=[O:21])[O:19][C:20]3[C:15]([CH:16]=2)=[CH:14][CH:13]=[CH:12][C:11]=3[OH:10])=[O:24])[CH:62]=1)=[O:55])([CH3:52])([CH3:50])[CH3:51]. The yield is 0.620.